Dataset: Full USPTO retrosynthesis dataset with 1.9M reactions from patents (1976-2016). Task: Predict the reactants needed to synthesize the given product. (1) Given the product [ClH:1].[ClH:1].[CH2:2]([O:4][C:5]1[CH:14]=[C:13]([O:15][C@H:16]2[CH2:20][NH:19][C@H:18]([C:28]([O:30][CH3:31])=[O:29])[CH2:17]2)[C:12]2[C:7](=[CH:8][C:9]([O:34][CH3:35])=[C:10]([CH:32]=[CH2:33])[CH:11]=2)[N:6]=1)[CH3:3], predict the reactants needed to synthesize it. The reactants are: [ClH:1].[CH2:2]([O:4][C:5]1[CH:14]=[C:13]([O:15][C@H:16]2[CH2:20][N:19](C(OC(C)(C)C)=O)[C@H:18]([C:28]([O:30][CH3:31])=[O:29])[CH2:17]2)[C:12]2[C:7](=[CH:8][C:9]([O:34][CH3:35])=[C:10]([CH:32]=[CH2:33])[CH:11]=2)[N:6]=1)[CH3:3]. (2) The reactants are: [Br:1][C:2]1[CH:3]=[CH:4][C:5]2[O:11][CH2:10][CH2:9][N:8]3[CH:12]=[C:13](I)[N:14]=[C:7]3[C:6]=2[CH:16]=1.C([Mg]Br)C.[NH4+].[Cl-]. Given the product [Br:1][C:2]1[CH:3]=[CH:4][C:5]2[O:11][CH2:10][CH2:9][N:8]3[CH:12]=[CH:13][N:14]=[C:7]3[C:6]=2[CH:16]=1, predict the reactants needed to synthesize it.